Dataset: Forward reaction prediction with 1.9M reactions from USPTO patents (1976-2016). Task: Predict the product of the given reaction. (1) Given the reactants [N+:1]([C:4]1[CH:5]=[CH:6][C:7]([N:10]2[CH2:15][CH2:14][NH:13][CH2:12][CH2:11]2)=[N:8][CH:9]=1)([O-:3])=[O:2].C(=O)([O-])[O-].[K+].[K+].Br[CH:23]([CH2:26][CH3:27])[CH2:24][CH3:25], predict the reaction product. The product is: [CH2:24]([CH:23]([N:13]1[CH2:12][CH2:11][N:10]([C:7]2[CH:6]=[CH:5][C:4]([N+:1]([O-:3])=[O:2])=[CH:9][N:8]=2)[CH2:15][CH2:14]1)[CH2:26][CH3:27])[CH3:25]. (2) The product is: [Cl:8][C:9]1[CH:10]=[CH:11][C:12]([C:15]2[CH:19]=[C:18]([C:20]([F:21])([F:22])[F:23])[NH:17][C:16]=2[C:24]([N:2]([CH3:1])[CH2:3][C:4]([CH3:7])([CH3:6])[CH3:5])=[O:26])=[CH:13][CH:14]=1. Given the reactants [CH3:1][NH:2][CH2:3][C:4]([CH3:7])([CH3:6])[CH3:5].[Cl:8][C:9]1[CH:14]=[CH:13][C:12]([C:15]2[CH:19]=[C:18]([C:20]([F:23])([F:22])[F:21])[NH:17][C:16]=2[C:24]([OH:26])=O)=[CH:11][CH:10]=1.CCN(C(C)C)C(C)C, predict the reaction product. (3) Given the reactants [NH2:1][CH2:2][CH2:3][C:4]([OH:6])=[O:5].[F:7][C:8]([F:23])([F:22])[C:9]1[CH:10]=[C:11]([CH:15]=[C:16]([C:18]([F:21])([F:20])[F:19])[CH:17]=1)[C:12](Cl)=[O:13], predict the reaction product. The product is: [F:7][C:8]([F:22])([F:23])[C:9]1[CH:10]=[C:11]([CH:15]=[C:16]([C:18]([F:21])([F:19])[F:20])[CH:17]=1)[C:12]([NH:1][CH2:2][CH2:3][C:4]([OH:6])=[O:5])=[O:13]. (4) Given the reactants CN(C)C=O.Cl.Cl[CH:8]([C:16]1[CH:21]=[C:20]([F:22])[CH:19]=[CH:18][C:17]=1[F:23])[C:9]1[C:14]([CH3:15])=[CH:13][CH:12]=[CH:11][N:10]=1.[Cl:24][C:25]1[CH:30]=[CH:29][C:28]([SH:31])=[CH:27][CH:26]=1.C(=O)([O-])[O-].[K+].[K+], predict the reaction product. The product is: [Cl:24][C:25]1[CH:30]=[CH:29][C:28]([S:31][CH:8]([C:16]2[CH:21]=[C:20]([F:22])[CH:19]=[CH:18][C:17]=2[F:23])[C:9]2[C:14]([CH3:15])=[CH:13][CH:12]=[CH:11][N:10]=2)=[CH:27][CH:26]=1. (5) The product is: [CH3:1][C:2]1([O:5][C:6]([N:8]2[CH2:9][CH2:10][CH:11]([NH:14][CH:21]3[CH2:23][CH2:22]3)[CH2:12][CH2:13]2)=[O:7])[CH2:4][CH2:3]1. Given the reactants [CH3:1][C:2]1([O:5][C:6]([N:8]2[CH2:13][CH2:12][CH:11]([N:14]([CH:21]3[CH2:23][CH2:22]3)C(=O)C(F)(F)F)[CH2:10][CH2:9]2)=[O:7])[CH2:4][CH2:3]1.C(=O)([O-])[O-].[K+].[K+], predict the reaction product.